This data is from Forward reaction prediction with 1.9M reactions from USPTO patents (1976-2016). The task is: Predict the product of the given reaction. Given the reactants [CH2:1]([NH2:11])[C:2]1[CH:10]=[CH:9][C:8]2[O:7][CH2:6][O:5][C:4]=2[CH:3]=1.C(O[BH-](OC(=O)C)OC(=O)C)(=O)C.[Na+].[OH:26][C:27]1([CH2:34][CH2:35][C:36]2[C:45]3[C:40](=[CH:41][CH:42]=[C:43]([O:46][CH3:47])[CH:44]=3)[N:39]=[CH:38][N:37]=2)[CH2:32][CH2:31][C:30](=O)[CH2:29][CH2:28]1, predict the reaction product. The product is: [O:7]1[C:8]2[CH:9]=[CH:10][C:2]([CH2:1][NH:11][CH:30]3[CH2:29][CH2:28][C:27]([CH2:34][CH2:35][C:36]4[C:45]5[C:40](=[CH:41][CH:42]=[C:43]([O:46][CH3:47])[CH:44]=5)[N:39]=[CH:38][N:37]=4)([OH:26])[CH2:32][CH2:31]3)=[CH:3][C:4]=2[O:5][CH2:6]1.